This data is from Catalyst prediction with 721,799 reactions and 888 catalyst types from USPTO. The task is: Predict which catalyst facilitates the given reaction. (1) Reactant: Cl.[CH2:2]([NH2:4])[CH3:3].C([O-])([O-])=O.[K+].[K+].Br[C:12]1[C:13](=[O:23])[C:14]2[C:19]([C:20](=[O:22])[CH:21]=1)=[CH:18][CH:17]=[CH:16][CH:15]=2. Product: [CH2:2]([NH:4][C:21]1[C:20](=[O:22])[C:19]2[C:14]([C:13](=[O:23])[CH:12]=1)=[CH:15][CH:16]=[CH:17][CH:18]=2)[CH3:3]. The catalyst class is: 315. (2) Reactant: [F:1][C:2]([F:16])([F:15])[CH2:3][S:4][C:5]1[CH:14]=[CH:13][CH:12]=[CH:11][C:6]=1[C:7]([O:9]C)=[O:8].[Li+].[OH-]. Product: [F:16][C:2]([F:1])([F:15])[CH2:3][S:4][C:5]1[CH:14]=[CH:13][CH:12]=[CH:11][C:6]=1[C:7]([OH:9])=[O:8]. The catalyst class is: 1. (3) Reactant: [O:1]=[C:2]1[N:7]([CH:8]2[CH2:13][CH2:12][CH:11]([C:14]([OH:16])=O)[CH2:10][CH2:9]2)[CH2:6][CH2:5][CH2:4][O:3]1.S(Cl)(Cl)=O.[F:21][C:22]1[CH:23]=[C:24]([C:29]2[CH:30]=[CH:31][C:32]([NH2:35])=[N:33][CH:34]=2)[CH:25]=[C:26]([F:28])[CH:27]=1. Product: [F:28][C:26]1[CH:25]=[C:24]([C:29]2[CH:30]=[CH:31][C:32]([NH:35][C:14]([C@H:11]3[CH2:10][CH2:9][C@H:8]([N:7]4[CH2:6][CH2:5][CH2:4][O:3][C:2]4=[O:1])[CH2:13][CH2:12]3)=[O:16])=[N:33][CH:34]=2)[CH:23]=[C:22]([F:21])[CH:27]=1. The catalyst class is: 2. (4) Reactant: P([O-])([O-])([O-])=O.[Na+].[Na+].[Na+].[CH:9]([CH:11]=[O:12])=[O:10].S([O:18][CH3:19])(OC)(=O)=O.C1C=CC2S(=O)(=O)OC([C:40]3[CH:41]=[C:42](Br)[C:43]([OH:47])=[C:44](Br)[CH:45]=3)([C:40]3[CH:41]=[C:42](Br)[C:43]([OH:47])=[C:44](Br)[CH:45]=3)C=2C=1.[OH-].[Na+].[C:51]([O-:54])(=O)[CH3:52].[Na+].B(O)(O)O.C(N(CC(O)=O)CC(O)=O)CN(CC(O)=O)CC(O)=[O:65].C(O)C(N)(CO)CO.CC[N+]1C([C:92]2[CH:91]=CC=[CH:94][CH:93]=2)=[C:94]2[C:93]([CH:94]=[CH:91][C:92](N)=[CH:93]2)=[C:92]2[C:91]=1[CH:92]=[C:93](N)[CH:94]=[CH:91]2.[Br-].CCCCCCCCCCCCOS([O-])(=O)=O.[Na+]. Product: [CH:92]1[C:93](/[CH:94]=[C:11]2/[C:9]([C:44]3[C:43]([OH:47])=[CH:42][C:41]([OH:65])=[CH:40][C:45]=3[O:12]/2)=[O:10])=[CH:52][C:51]([OH:54])=[C:19]([OH:18])[CH:91]=1. The catalyst class is: 610.